Dataset: NCI-60 drug combinations with 297,098 pairs across 59 cell lines. Task: Regression. Given two drug SMILES strings and cell line genomic features, predict the synergy score measuring deviation from expected non-interaction effect. (1) Drug 1: CN1CCC(CC1)COC2=C(C=C3C(=C2)N=CN=C3NC4=C(C=C(C=C4)Br)F)OC. Drug 2: C1C(C(OC1N2C=C(C(=O)NC2=O)F)CO)O. Cell line: SK-MEL-28. Synergy scores: CSS=3.98, Synergy_ZIP=-4.94, Synergy_Bliss=-5.31, Synergy_Loewe=-14.3, Synergy_HSA=-7.70. (2) Drug 1: CC=C1C(=O)NC(C(=O)OC2CC(=O)NC(C(=O)NC(CSSCCC=C2)C(=O)N1)C(C)C)C(C)C. Drug 2: C1CCC(C(C1)N)N.C(=O)(C(=O)[O-])[O-].[Pt+4]. Cell line: NCIH23. Synergy scores: CSS=52.9, Synergy_ZIP=3.42, Synergy_Bliss=2.42, Synergy_Loewe=-23.0, Synergy_HSA=2.62. (3) Drug 1: CC=C1C(=O)NC(C(=O)OC2CC(=O)NC(C(=O)NC(CSSCCC=C2)C(=O)N1)C(C)C)C(C)C. Drug 2: C1CN1C2=NC(=NC(=N2)N3CC3)N4CC4. Cell line: OVCAR-8. Synergy scores: CSS=30.4, Synergy_ZIP=-4.84, Synergy_Bliss=3.69, Synergy_Loewe=5.27, Synergy_HSA=7.28. (4) Drug 1: CC1OCC2C(O1)C(C(C(O2)OC3C4COC(=O)C4C(C5=CC6=C(C=C35)OCO6)C7=CC(=C(C(=C7)OC)O)OC)O)O. Drug 2: C(CCl)NC(=O)N(CCCl)N=O. Cell line: SNB-75. Synergy scores: CSS=6.21, Synergy_ZIP=-3.96, Synergy_Bliss=0.0911, Synergy_Loewe=-8.84, Synergy_HSA=-1.17. (5) Drug 1: CC1C(C(=O)NC(C(=O)N2CCCC2C(=O)N(CC(=O)N(C(C(=O)O1)C(C)C)C)C)C(C)C)NC(=O)C3=C4C(=C(C=C3)C)OC5=C(C(=O)C(=C(C5=N4)C(=O)NC6C(OC(=O)C(N(C(=O)CN(C(=O)C7CCCN7C(=O)C(NC6=O)C(C)C)C)C)C(C)C)C)N)C. Drug 2: COC1=NC(=NC2=C1N=CN2C3C(C(C(O3)CO)O)O)N. Cell line: RPMI-8226. Synergy scores: CSS=1.70, Synergy_ZIP=4.50, Synergy_Bliss=4.09, Synergy_Loewe=2.37, Synergy_HSA=-3.31. (6) Drug 1: C1CCC(CC1)NC(=O)N(CCCl)N=O. Drug 2: CC(C)NC(=O)C1=CC=C(C=C1)CNNC.Cl. Cell line: HL-60(TB). Synergy scores: CSS=35.8, Synergy_ZIP=6.26, Synergy_Bliss=8.19, Synergy_Loewe=-2.95, Synergy_HSA=4.95. (7) Drug 1: CC1=C2C(C(=O)C3(C(CC4C(C3C(C(C2(C)C)(CC1OC(=O)C(C(C5=CC=CC=C5)NC(=O)OC(C)(C)C)O)O)OC(=O)C6=CC=CC=C6)(CO4)OC(=O)C)OC)C)OC. Drug 2: CC(C)NC(=O)C1=CC=C(C=C1)CNNC.Cl. Cell line: A549. Synergy scores: CSS=58.7, Synergy_ZIP=11.6, Synergy_Bliss=11.2, Synergy_Loewe=-18.2, Synergy_HSA=9.36. (8) Drug 1: CNC(=O)C1=CC=CC=C1SC2=CC3=C(C=C2)C(=NN3)C=CC4=CC=CC=N4. Drug 2: CN(C)C1=NC(=NC(=N1)N(C)C)N(C)C. Cell line: SW-620. Synergy scores: CSS=-3.12, Synergy_ZIP=0.571, Synergy_Bliss=-4.06, Synergy_Loewe=-12.9, Synergy_HSA=-8.57. (9) Drug 1: CC1OCC2C(O1)C(C(C(O2)OC3C4COC(=O)C4C(C5=CC6=C(C=C35)OCO6)C7=CC(=C(C(=C7)OC)O)OC)O)O. Drug 2: CCC1(CC2CC(C3=C(CCN(C2)C1)C4=CC=CC=C4N3)(C5=C(C=C6C(=C5)C78CCN9C7C(C=CC9)(C(C(C8N6C)(C(=O)OC)O)OC(=O)C)CC)OC)C(=O)OC)O.OS(=O)(=O)O. Cell line: SW-620. Synergy scores: CSS=52.3, Synergy_ZIP=-6.08, Synergy_Bliss=-5.10, Synergy_Loewe=-9.55, Synergy_HSA=-1.57.